Dataset: Catalyst prediction with 721,799 reactions and 888 catalyst types from USPTO. Task: Predict which catalyst facilitates the given reaction. (1) Reactant: [S:1]1[C:6]2[CH:7]=[CH:8][CH:9]=[CH:10][C:5]=2[NH:4][C:3](=[O:11])[CH2:2]1.C([O-])([O-])=O.[Cs+].[Cs+].[Cl:18][CH2:19][CH2:20][CH2:21]I.CCCCCCC. Product: [Cl:18][CH2:19][CH2:20][CH2:21][N:4]1[C:5]2[CH:10]=[CH:9][CH:8]=[CH:7][C:6]=2[S:1][CH2:2][C:3]1=[O:11]. The catalyst class is: 10. (2) Reactant: C(O[C:6](=[O:28])[NH:7][C@@H:8]([CH2:21][C:22]1[CH:27]=[CH:26][CH:25]=[CH:24][CH:23]=1)[CH:9]([C:11](=[O:20])[NH:12][CH2:13][C:14]1[CH:19]=[CH:18][CH:17]=[CH:16][CH:15]=1)[OH:10])(C)(C)C.FC(F)(F)C(O)=O.C(N(CC)C(C)C)(C)C.[CH2:45]1[C:53]2[C:48](=[CH:49][CH:50]=[CH:51][CH:52]=2)[CH2:47][CH:46]1[C:54]([NH:56][C@@H:57]([CH3:69])[C:58]([NH:60][C@@H:61]([CH2:65][CH:66]([CH3:68])[CH3:67])C(O)=O)=[O:59])=[O:55].CN(C(ON1N=NC2C=CC=NC1=2)=[N+](C)C)C.F[P-](F)(F)(F)(F)F. Product: [CH2:21]([C@H:8]([NH:7][C:6]([C@@H:61]([NH:60][C:58]([C@@H:57]([NH:56][C:54]([CH:46]1[CH2:45][C:53]2[C:48](=[CH:49][CH:50]=[CH:51][CH:52]=2)[CH2:47]1)=[O:55])[CH3:69])=[O:59])[CH2:65][CH:66]([CH3:68])[CH3:67])=[O:28])[CH:9]([C:11](=[O:20])[NH:12][CH2:13][C:14]1[CH:15]=[CH:16][CH:17]=[CH:18][CH:19]=1)[OH:10])[C:22]1[CH:23]=[CH:24][CH:25]=[CH:26][CH:27]=1. The catalyst class is: 4. (3) Product: [F:1][C:2]1[CH:7]=[C:6]([F:8])[CH:5]=[CH:4][C:3]=1[O:9][C:15]1[O:19][C:18]([CH:20]=[O:21])=[CH:17][CH:16]=1. Reactant: [F:1][C:2]1[CH:7]=[C:6]([F:8])[CH:5]=[CH:4][C:3]=1[OH:9].[H-].[Na+].[N+]([C:15]1[O:19][C:18]([CH:20]=[O:21])=[CH:17][CH:16]=1)([O-])=O.O. The catalyst class is: 16.